From a dataset of Forward reaction prediction with 1.9M reactions from USPTO patents (1976-2016). Predict the product of the given reaction. Given the reactants [CH3:1][O:2][C:3]1[CH:8]=[CH:7][C:6]([O:9][CH3:10])=[CH:5][C:4]=1[C:11]1[CH:16]=[CH:15][C:14]([C:17]([O:19]C)=[O:18])=[CH:13][C:12]=1[CH3:21].[OH-].[Na+], predict the reaction product. The product is: [CH3:1][O:2][C:3]1[CH:8]=[CH:7][C:6]([O:9][CH3:10])=[CH:5][C:4]=1[C:11]1[CH:16]=[CH:15][C:14]([C:17]([OH:19])=[O:18])=[CH:13][C:12]=1[CH3:21].